This data is from Forward reaction prediction with 1.9M reactions from USPTO patents (1976-2016). The task is: Predict the product of the given reaction. (1) Given the reactants [NH2:1][CH:2]([CH2:6][CH2:7][CH2:8][CH2:9][CH3:10])[C:3]([OH:5])=O.Cl[C:12]1[N:17]=[C:16]([CH3:18])[C:15]([N+:19]([O-:21])=[O:20])=[CH:14][CH:13]=1.CCN(C(C)C)C(C)C, predict the reaction product. The product is: [CH3:18][C:16]1[N:17]=[C:12]([NH:1][CH:2]([CH2:6][CH2:7][CH2:8][CH2:9][CH3:10])[CH2:3][OH:5])[CH:13]=[CH:14][C:15]=1[N+:19]([O-:21])=[O:20]. (2) Given the reactants [CH3:1][C:2]1[CH:7]=[CH:6][N:5]=[C:4]([NH2:8])[C:3]=1[N+:9]([O-])=O.[H][H].[CH3:14]O, predict the reaction product. The product is: [CH3:1][C:2]1[CH:7]=[CH:6][N:5]=[C:4]2[NH:8][CH:14]=[N:9][C:3]=12. (3) Given the reactants [Cl:1][C:2]1[CH:7]=[CH:6][C:5]([N:8]=[N:9][C:10]2[C:11]([CH3:23])=[C:12]([C:21]#[N:22])[C:13](=[O:20])[N:14]([CH2:17][CH2:18][OH:19])[C:15]=2[OH:16])=[C:4]([N+:24]([O-:26])=[O:25])[CH:3]=1.N1C=C[CH:30]=[CH:29][CH:28]=1.[OH2:33], predict the reaction product. The product is: [Cl:1][C:2]1[CH:7]=[CH:6][C:5]([N:8]=[N:9][C:10]2[C:11]([CH3:23])=[C:12]([C:21]#[N:22])[C:13](=[O:20])[N:14]([CH2:17][CH2:18][O:19][C:28](=[O:33])[CH:29]=[CH2:30])[C:15]=2[OH:16])=[C:4]([N+:24]([O-:26])=[O:25])[CH:3]=1. (4) Given the reactants C(OC([NH:8][CH2:9][CH2:10][CH2:11][CH2:12][CH2:13][N:14]1[C:22]2[C:17](=[CH:18][CH:19]=[CH:20][CH:21]=2)[C:16]([C:23]([O:25][CH2:26][CH3:27])=[O:24])=[CH:15]1)=O)(C)(C)C.Cl, predict the reaction product. The product is: [NH2:8][CH2:9][CH2:10][CH2:11][CH2:12][CH2:13][N:14]1[C:22]2[C:17](=[CH:18][CH:19]=[CH:20][CH:21]=2)[C:16]([C:23]([O:25][CH2:26][CH3:27])=[O:24])=[CH:15]1.